From a dataset of Full USPTO retrosynthesis dataset with 1.9M reactions from patents (1976-2016). Predict the reactants needed to synthesize the given product. (1) Given the product [CH3:16][C:12]12[CH2:13][CH:14]1[C:15]1[N:7]([CH2:6][O:5][CH2:4][CH2:3][Si:2]([CH3:33])([CH3:32])[CH3:1])[N:8]=[C:9]([C:29]([OH:31])=[O:30])[C:10]=1[CH2:11]2, predict the reactants needed to synthesize it. The reactants are: [CH3:1][Si:2]([CH3:33])([CH3:32])[CH2:3][CH2:4][O:5][CH2:6][N:7]1[C:15]2[CH2:14][CH2:13][CH:12]([C:16]3C=NN(COCC[Si](C)(C)C)C=3)[CH2:11][C:10]=2[C:9]([C:29]([OH:31])=[O:30])=[N:8]1.CC12CC1C(=O)CC2. (2) Given the product [Cl:22][C:5]1[C:6]([NH:8][C:9]2[CH:14]=[CH:13][C:12]([O:15][CH3:16])=[CH:11][C:10]=2[NH:17][S:18]([CH3:21])(=[O:20])=[O:19])=[N:7][C:2]([NH:29][C:28]2[N:24]([CH3:23])[N:25]=[CH:26][CH:27]=2)=[N:3][CH:4]=1, predict the reactants needed to synthesize it. The reactants are: Cl[C:2]1[N:7]=[C:6]([NH:8][C:9]2[CH:14]=[CH:13][C:12]([O:15][CH3:16])=[CH:11][C:10]=2[NH:17][S:18]([CH3:21])(=[O:20])=[O:19])[C:5]([Cl:22])=[CH:4][N:3]=1.[CH3:23][N:24]1[C:28]([NH2:29])=[CH:27][CH:26]=[N:25]1.CC1(C)C2C(=C(P(C3C=CC=CC=3)C3C=CC=CC=3)C=CC=2)OC2C(P(C3C=CC=CC=3)C3C=CC=CC=3)=CC=CC1=2.C(=O)([O-])[O-].[Cs+].[Cs+]. (3) Given the product [Br:22][C:9]1[C:10]([CH3:21])=[N:11][N:12]([CH2:13][CH2:14][C:15]2[CH:16]=[CH:17][CH:18]=[CH:19][CH:20]=2)[C:8]=1[C:5]1[CH:4]=[CH:3][C:2]([F:1])=[CH:7][CH:6]=1, predict the reactants needed to synthesize it. The reactants are: [F:1][C:2]1[CH:7]=[CH:6][C:5]([C:8]2[N:12]([CH2:13][CH2:14][C:15]3[CH:20]=[CH:19][CH:18]=[CH:17][CH:16]=3)[N:11]=[C:10]([CH3:21])[CH:9]=2)=[CH:4][CH:3]=1.[Br:22]N1C(=O)CCC1=O. (4) Given the product [O:1]1[CH2:6][CH2:5][N:4]([C:7]2[CH:8]=[C:9]([C:18]3[O:22][N:21]=[C:20]([C:23]4[CH:31]=[CH:30][C:29]5[NH:28][C:27]6[CH:32]([CH2:35][C:36]([OH:38])=[O:37])[CH2:33][CH2:34][C:26]=6[C:25]=5[CH:24]=4)[N:19]=3)[CH:10]=[C:11]([O:13][C:14]([F:16])([F:15])[F:17])[CH:12]=2)[CH2:3][CH2:2]1, predict the reactants needed to synthesize it. The reactants are: [O:1]1[CH2:6][CH2:5][N:4]([C:7]2[CH:8]=[C:9]([C:18]3[O:22][N:21]=[C:20]([C:23]4[CH:31]=[CH:30][C:29]5[NH:28][C:27]6[CH:32]([CH2:35][C:36]([O:38]CC)=[O:37])[CH2:33][CH2:34][C:26]=6[C:25]=5[CH:24]=4)[N:19]=3)[CH:10]=[C:11]([O:13][C:14]([F:17])([F:16])[F:15])[CH:12]=2)[CH2:3][CH2:2]1.[OH-].[Na+]. (5) Given the product [I-:1].[CH2:2]([N+:13]1[CH:14]=[CH:15][C:10]([N:5]2[CH2:9][CH2:8][CH2:7][CH2:6]2)=[CH:11][CH:12]=1)[CH2:3][CH3:4], predict the reactants needed to synthesize it. The reactants are: [I:1][CH2:2][CH2:3][CH3:4].[N:5]1([C:10]2[CH:15]=[CH:14][N:13]=[CH:12][CH:11]=2)[CH2:9][CH2:8][CH2:7][CH2:6]1. (6) Given the product [Br:21][C:14]1[C:15]([C:17]([O:19][CH3:20])=[O:18])=[N:16][C:11]2[NH:10][C:3](=[O:4])[CH2:2][S:1][C:12]=2[CH:13]=1, predict the reactants needed to synthesize it. The reactants are: [SH:1][CH2:2][C:3](OCC)=[O:4].[H-].[Na+].[NH2:10][C:11]1[N:16]=[C:15]([C:17]([O:19][CH3:20])=[O:18])[C:14]([Br:21])=[CH:13][C:12]=1Br.